This data is from Reaction yield outcomes from USPTO patents with 853,638 reactions. The task is: Predict the reaction yield, written as a fraction of the theoretical maximum amount of product (1.0 means a 100% yield; for example, 0.34 means a 34% yield). (1) The reactants are Cl[C:2]1[CH:7]=[CH:6][C:5]([NH:8][C:9](=[O:30])[NH:10][C:11]2[CH:16]=[CH:15][C:14]([N:17]3[C:25]4[C:20](=[CH:21][C:22]([C:26]([NH:28]O)=[NH:27])=[CH:23][CH:24]=4)[CH:19]=[CH:18]3)=[CH:13][CH:12]=2)=[CH:4][C:3]=1[C:31]([F:34])([F:33])[F:32].[H][H]. The catalyst is CO.[C].[Pd]. The product is [F:33][C:31]([F:32])([F:34])[C:3]1[CH:4]=[C:5]([NH:8][C:9](=[O:30])[NH:10][C:11]2[CH:16]=[CH:15][C:14]([N:17]3[C:25]4[C:20](=[CH:21][C:22]([C:26]([NH2:28])=[NH:27])=[CH:23][CH:24]=4)[CH:19]=[CH:18]3)=[CH:13][CH:12]=2)[CH:6]=[CH:7][CH:2]=1. The yield is 0.250. (2) The reactants are [Br:1][C:2]1[CH:3]=[C:4]([NH2:8])[CH:5]=[N:6][CH:7]=1.[C:9](Cl)(=[O:14])[C:10]([CH3:13])([CH3:12])[CH3:11]. The catalyst is N1C=CC=CC=1. The product is [Br:1][C:2]1[CH:3]=[C:4]([NH:8][C:9](=[O:14])[C:10]([CH3:13])([CH3:12])[CH3:11])[CH:5]=[N:6][CH:7]=1. The yield is 0.731. (3) The reactants are Br[CH2:2][C:3]1[O:4][CH:5]=[C:6]([OH:10])[C:7](=[O:9])[CH:8]=1.[C:11]([O:15][C:16]([N:18]1[CH2:23][CH2:22][NH:21][CH2:20][CH2:19]1)=[O:17])([CH3:14])([CH3:13])[CH3:12].C(N(CC)CC)C. The catalyst is C(#N)C. The product is [OH:10][C:6]1[C:7](=[O:9])[CH:8]=[C:3]([CH2:2][N:21]2[CH2:20][CH2:19][N:18]([C:16]([O:15][C:11]([CH3:14])([CH3:13])[CH3:12])=[O:17])[CH2:23][CH2:22]2)[O:4][CH:5]=1. The yield is 0.780. (4) The reactants are [C:1]([C:3]1[C:8]2[N:9]=[C:10]([C:12]3[CH:17]=[CH:16][CH:15]=[C:14]([O:18]C)[C:13]=3[CH2:20][CH3:21])[S:11][C:7]=2[CH:6]=[C:5]([O:22]C)[CH:4]=1)#[N:2].B(Br)(Br)Br. No catalyst specified. The product is [C:1]([C:3]1[C:8]2[N:9]=[C:10]([C:12]3[CH:17]=[CH:16][CH:15]=[C:14]([OH:18])[C:13]=3[CH2:20][CH3:21])[S:11][C:7]=2[CH:6]=[C:5]([OH:22])[CH:4]=1)#[N:2]. The yield is 0.330.